Task: Predict the product of the given reaction.. Dataset: Forward reaction prediction with 1.9M reactions from USPTO patents (1976-2016) (1) Given the reactants Br[C:2]1[CH:9]=[CH:8][C:5]([CH:6]=[O:7])=[CH:4][C:3]=1[O:10][CH3:11].[CH:12]1(B(O)O)[CH2:14][CH2:13]1.P([O-])([O-])([O-])=O.[K+].[K+].[K+].C1(P(C2CCCCC2)C2CCCCC2)CCCCC1, predict the reaction product. The product is: [CH:12]1([C:2]2[CH:9]=[CH:8][C:5]([CH:6]=[O:7])=[CH:4][C:3]=2[O:10][CH3:11])[CH2:14][CH2:13]1. (2) Given the reactants Br[C:2]1[CH:24]=[CH:23][C:5]([CH2:6][N:7]2[CH2:12][CH2:11][N:10]([C:13]([O:15][N:16]3[C:20](=[O:21])[CH2:19][CH2:18][C:17]3=[O:22])=[O:14])[CH2:9][CH2:8]2)=[C:4]([N:25]2[CH2:30][CH2:29][O:28][CH2:27][CH2:26]2)[CH:3]=1.[C:31]1(B(O)O)[CH:36]=[CH:35][CH:34]=[CH:33][CH:32]=1.C([O-])([O-])=O.[K+].[K+].C1COCC1, predict the reaction product. The product is: [O:28]1[CH2:29][CH2:30][N:25]([C:4]2[CH:3]=[C:2]([C:31]3[CH:36]=[CH:35][CH:34]=[CH:33][CH:32]=3)[CH:24]=[CH:23][C:5]=2[CH2:6][N:7]2[CH2:12][CH2:11][N:10]([C:13]([O:15][N:16]3[C:20](=[O:21])[CH2:19][CH2:18][C:17]3=[O:22])=[O:14])[CH2:9][CH2:8]2)[CH2:26][CH2:27]1. (3) Given the reactants [C:1]1([CH:7]([C:17]2[CH:22]=[CH:21][CH:20]=[CH:19][CH:18]=2)[N:8]2[C:16]3[C:11](=[N:12][CH:13]=[CH:14][CH:15]=3)[CH:10]=[CH:9]2)[CH:6]=[CH:5][CH:4]=[CH:3][CH:2]=1.[Br-:23].[Br-:24].[Br-].[NH+]1C=CC=CC=1.[NH+]1C=CC=CC=1.[NH+]1C=CC=CC=1.C([OH:48])(C)(C)C, predict the reaction product. The product is: [Br:23][C:10]1([Br:24])[C:11]2=[N:12][CH:13]=[CH:14][CH:15]=[C:16]2[N:8]([CH:7]([C:1]2[CH:6]=[CH:5][CH:4]=[CH:3][CH:2]=2)[C:17]2[CH:22]=[CH:21][CH:20]=[CH:19][CH:18]=2)[C:9]1=[O:48]. (4) Given the reactants [CH:1]1[N:9]2[C:4]([C:5]3([CH2:18][CH2:17][NH:16][CH2:15][CH2:14]3)[O:6][C:7]3[CH:13]=[CH:12][CH:11]=[CH:10][C:8]=32)=[CH:3][CH:2]=1.C([O-])(O)=O.[Na+].[CH2:24](Br)[C:25]1[CH:30]=[CH:29][CH:28]=[CH:27][CH:26]=1, predict the reaction product. The product is: [CH2:24]([N:16]1[CH2:17][CH2:18][C:5]2([O:6][C:7]3[CH:13]=[CH:12][CH:11]=[CH:10][C:8]=3[N:9]3[CH:1]=[CH:2][CH:3]=[C:4]23)[CH2:14][CH2:15]1)[C:25]1[CH:30]=[CH:29][CH:28]=[CH:27][CH:26]=1. (5) Given the reactants Cl[C:2]1[N:7]=[C:6]([NH:8][CH2:9][CH2:10][CH3:11])[N:5]=[C:4]([NH:12][CH2:13][CH2:14][CH3:15])[N:3]=1.Cl.[CH:17]([O:20][NH:21][CH3:22])([CH3:19])[CH3:18].[OH-].[Na+], predict the reaction product. The product is: [CH2:13]([NH:12][C:4]1[N:5]=[C:6]([NH:8][CH2:9][CH2:10][CH3:11])[N:7]=[C:2]([N:21]([CH3:22])[O:20][CH:17]([CH3:19])[CH3:18])[N:3]=1)[CH2:14][CH3:15]. (6) Given the reactants Br[C:2]1[CH:3]=[N:4][CH:5]=[C:6]2[C:11]=1[N:10]=[C:9]([C:12]([N:14]1[CH2:18][CH2:17][CH:16]([OH:19])[CH2:15]1)=[O:13])[CH:8]=[CH:7]2.[Cl:20][C:21]1[CH:26]=[CH:25][C:24](B(O)O)=[CH:23][C:22]=1[F:30].C(=O)([O-])[O-].[Cs+].[Cs+], predict the reaction product. The product is: [Cl:20][C:21]1[CH:26]=[CH:25][C:24]([C:2]2[CH:3]=[N:4][CH:5]=[C:6]3[C:11]=2[N:10]=[C:9]([C:12]([N:14]2[CH2:18][CH2:17][CH:16]([OH:19])[CH2:15]2)=[O:13])[CH:8]=[CH:7]3)=[CH:23][C:22]=1[F:30]. (7) Given the reactants Br[C:2]1[CH:15]=[CH:14][CH:13]=[CH:12][C:3]=1[O:4][C:5]1[CH:10]=[CH:9][N:8]=[C:7]([NH2:11])[N:6]=1.CC1(C)C(C)(C)OB([C:24]2[CH:25]=[CH:26][C:27]([C:30]3[CH:31]=[N:32][C:33]([NH2:36])=[N:34][CH:35]=3)=[N:28][CH:29]=2)O1, predict the reaction product. The product is: [NH2:36][C:33]1[N:34]=[CH:35][C:30]([C:27]2[N:28]=[CH:29][C:24]([C:2]3[CH:15]=[CH:14][CH:13]=[CH:12][C:3]=3[O:4][C:5]3[CH:10]=[CH:9][N:8]=[C:7]([NH2:11])[N:6]=3)=[CH:25][CH:26]=2)=[CH:31][N:32]=1.